This data is from Forward reaction prediction with 1.9M reactions from USPTO patents (1976-2016). The task is: Predict the product of the given reaction. (1) Given the reactants [Cl:1][C:2]1[CH:10]=[N:9][CH:8]=[C:7]([Cl:11])[C:3]=1[C:4]([OH:6])=[O:5].S(Cl)(Cl)=O.[CH3:16][CH2:17]O, predict the reaction product. The product is: [CH2:16]([O:5][C:4](=[O:6])[C:3]1[C:2]([Cl:1])=[CH:10][N:9]=[CH:8][C:7]=1[Cl:11])[CH3:17]. (2) Given the reactants [CH2:1]([C@H:8]([NH:26]C(=O)OC(C)(C)C)[C:9]([N:11]1[CH2:16][CH2:15][CH:14]([O:17][C:18]2[CH:23]=[CH:22][C:21]([F:24])=[C:20]([F:25])[CH:19]=2)[CH2:13][CH2:12]1)=[O:10])[C:2]1[CH:7]=[CH:6][CH:5]=[CH:4][CH:3]=1.FC(F)(F)C(O)=O, predict the reaction product. The product is: [CH2:1]([C@H:8]([NH2:26])[C:9]([N:11]1[CH2:12][CH2:13][CH:14]([O:17][C:18]2[CH:23]=[CH:22][C:21]([F:24])=[C:20]([F:25])[CH:19]=2)[CH2:15][CH2:16]1)=[O:10])[C:2]1[CH:7]=[CH:6][CH:5]=[CH:4][CH:3]=1. (3) Given the reactants C(OC([N:8]1[C:16]2[C:11](=[C:12]([CH2:18][N:19]3[C:23]4[CH:24]=[CH:25][CH:26]=[CH:27][C:22]=4[N:21]([CH:28]([CH2:32][C:33]([O:35][CH3:36])=[O:34])[CH2:29][CH2:30][CH3:31])[C:20]3=[O:37])[CH:13]=[C:14]([Br:17])[CH:15]=2)[CH:10]=[C:9]1[O:38]C(OC(C)(C)C)=O)=O)(C)(C)C.FC(F)(F)C(O)=O, predict the reaction product. The product is: [CH3:36][O:35][C:33](=[O:34])[CH2:32][CH:28]([N:21]1[C:22]2[CH:27]=[CH:26][CH:25]=[CH:24][C:23]=2[N:19]([CH2:18][C:12]2[CH:13]=[C:14]([Br:17])[CH:15]=[C:16]3[C:11]=2[CH2:10][C:9](=[O:38])[NH:8]3)[C:20]1=[O:37])[CH2:29][CH2:30][CH3:31]. (4) The product is: [Cl:1][C:2]1[CH:3]=[CH:4][CH:5]=[C:6]2[C:11]=1[C:10]([C:12]([N:23]([CH3:24])[CH3:22])=[O:13])=[CH:9][CH:8]=[C:7]2[O:15][CH3:16]. Given the reactants [Cl:1][C:2]1[CH:3]=[CH:4][CH:5]=[C:6]2[C:11]=1[C:10]([C:12](O)=[O:13])=[CH:9][CH:8]=[C:7]2[O:15][CH3:16].O=S(Cl)Cl.C[CH2:22][N:23](C(C)C)[CH:24](C)C.CNC, predict the reaction product. (5) Given the reactants C(O[C:6](=O)[N:7]([C@@H:9]1[CH2:13][CH2:12][N:11]([C:14]2[CH:19]=[CH:18][C:17]([N:20]3[CH2:29][CH2:28][C:27]4[C:22](=[CH:23][CH:24]=[C:25]([OH:30])[CH:26]=4)[C:21]3=[O:31])=[CH:16][C:15]=2[F:32])[CH2:10]1)C)(C)(C)C.Cl[CH2:35][C:36]([NH:38][CH3:39])=[O:37].Cl, predict the reaction product. The product is: [F:32][C:15]1[CH:16]=[C:17]([N:20]2[CH2:29][CH2:28][C:27]3[C:22](=[CH:23][CH:24]=[C:25]([O:30][CH2:35][C:36]([NH:38][CH3:39])=[O:37])[CH:26]=3)[C:21]2=[O:31])[CH:18]=[CH:19][C:14]=1[N:11]1[CH2:12][CH2:13][C@@H:9]([NH:7][CH3:6])[CH2:10]1. (6) Given the reactants O1C2C=CC=CC=2N=C1.NC1C=CC=CC=1.[CH2:17]([N:19]([CH2:41][CH3:42])[CH2:20][CH2:21][N:22]([CH3:40])[S:23]([C:26]1[C:34]2[O:33]C(C(C)(C)C)=[N:31][C:30]=2[CH:29]=[CH:28][C:27]=1[Cl:39])(=[O:25])=[O:24])[CH3:18].OS(O)(=O)=O, predict the reaction product. The product is: [NH2:31][C:30]1[C:34]([OH:33])=[C:26]([S:23]([N:22]([CH2:21][CH2:20][N:19]([CH2:41][CH3:42])[CH2:17][CH3:18])[CH3:40])(=[O:25])=[O:24])[C:27]([Cl:39])=[CH:28][CH:29]=1.